This data is from Forward reaction prediction with 1.9M reactions from USPTO patents (1976-2016). The task is: Predict the product of the given reaction. (1) Given the reactants [I-].[NH2:2][N+:3]1[CH:8]=[CH:7][CH:6]=[CH:5][CH:4]=1.C(=O)([O-])[O-].[K+].[K+].[C:15](#[N:19])[CH2:16][C:17]#[N:18], predict the reaction product. The product is: [NH2:19][C:15]1[C:16]([C:17]#[N:18])=[C:4]2[CH:5]=[CH:6][CH:7]=[CH:8][N:3]2[N:2]=1. (2) Given the reactants [OH:1][C:2]1[C:7]([CH3:8])=[C:6]([O:9][CH2:10][C:11]2[O:15][N:14]=[C:13]([CH2:16][C:17]3[CH:22]=[CH:21][CH:20]=[C:19](I)[CH:18]=3)[N:12]=2)[CH:5]=[CH:4][C:3]=1[C:24](=[O:26])[CH3:25].S([O-])(OCCCCCCCCCCCC)(=O)=O.[Na+].[C:45]([O-])([O-:47])=[O:46].[K+].[K+].[C]=O, predict the reaction product. The product is: [C:24]([C:3]1[CH:4]=[CH:5][C:6]([O:9][CH2:10][C:11]2[O:15][N:14]=[C:13]([CH2:16][C:17]3[CH:18]=[C:19]([CH:20]=[CH:21][CH:22]=3)[C:45]([OH:47])=[O:46])[N:12]=2)=[C:7]([CH3:8])[C:2]=1[OH:1])(=[O:26])[CH3:25]. (3) The product is: [C:4]([C:3]1[CH:6]=[CH:7][C:8]([OH:10])=[CH:9][C:2]=1[NH:1][C:20]([NH:19][C:11](=[O:18])[C:12]1[CH:13]=[CH:14][CH:15]=[CH:16][CH:17]=1)=[O:21])#[N:5]. Given the reactants [NH2:1][C:2]1[CH:9]=[C:8]([OH:10])[CH:7]=[CH:6][C:3]=1[C:4]#[N:5].[C:11]([N:19]=[C:20]=[O:21])(=[O:18])[C:12]1[CH:17]=[CH:16][CH:15]=[CH:14][CH:13]=1, predict the reaction product. (4) The product is: [CH3:14][C:13]1([CH3:15])[N:9]([CH2:8][C:6]2[CH:5]=[CH:4][N:3]=[C:2]([NH:37][C:35]([N:29]3[CH2:34][CH2:33][CH2:32][CH2:31][CH2:30]3)=[O:36])[CH:7]=2)[C:10](=[O:28])[N:11]([C:17]2[CH:22]=[CH:21][C:20]([S:23][C:24]([F:27])([F:26])[F:25])=[CH:19][CH:18]=2)[C:12]1=[O:16]. Given the reactants Cl[C:2]1[CH:7]=[C:6]([CH2:8][N:9]2[C:13]([CH3:15])([CH3:14])[C:12](=[O:16])[N:11]([C:17]3[CH:22]=[CH:21][C:20]([S:23][C:24]([F:27])([F:26])[F:25])=[CH:19][CH:18]=3)[C:10]2=[O:28])[CH:5]=[CH:4][N:3]=1.[N:29]1([C:35]([NH2:37])=[O:36])[CH2:34][CH2:33][CH2:32][CH2:31][CH2:30]1, predict the reaction product. (5) Given the reactants C([N:3]1[C:11]2[CH:10]=[C:9]([C:12]([F:15])([F:14])[F:13])[N:8]=[CH:7][C:6]=2[N:5]=[C:4]1[CH2:16][N:17]1[CH:21]=[CH:20][N:19]=[C:18]1[C:22]1[S:23][CH:24]=[CH:25][N:26]=1)C.Cl[CH2:28][C:29]1N(CC)C2C=NC(C(F)(F)F)=CC=2N=1.N1C=CN=C1C1SC=CN=1, predict the reaction product. The product is: [CH2:28]([N:5]1[C:6]2[CH:7]=[N:8][C:9]([C:12]([F:14])([F:15])[F:13])=[CH:10][C:11]=2[N:3]=[C:4]1[CH2:16][N:17]1[CH:21]=[CH:20][N:19]=[C:18]1[C:22]1[S:23][CH:24]=[CH:25][N:26]=1)[CH3:29]. (6) Given the reactants [C:1]1([S:7][C:8]2[CH:13]=[CH:12][C:11]([CH2:14][CH2:15][OH:16])=[CH:10][CH:9]=2)[CH:6]=[CH:5][CH:4]=[CH:3][CH:2]=1.N(C(N1CCCCC1)=O)=NC(N1CCCCC1)=O.C1(P(C2C=CC=CC=2)C2C=CC=CC=2)C=CC=CC=1.[CH3:54][O:55][C:56](=[O:68])[CH:57]([CH2:60][C:61]1[CH:66]=[CH:65][C:64](O)=[CH:63][CH:62]=1)[CH2:58][CH3:59], predict the reaction product. The product is: [CH3:54][O:55][C:56](=[O:68])[CH:57]([CH2:60][C:61]1[CH:62]=[CH:63][C:64]([O:16][CH2:15][CH2:14][C:11]2[CH:12]=[CH:13][C:8]([S:7][C:1]3[CH:2]=[CH:3][CH:4]=[CH:5][CH:6]=3)=[CH:9][CH:10]=2)=[CH:65][CH:66]=1)[CH2:58][CH3:59].